Dataset: Forward reaction prediction with 1.9M reactions from USPTO patents (1976-2016). Task: Predict the product of the given reaction. (1) Given the reactants [Br:1][C:2]1[CH:3]=[CH:4][C:5]([OH:17])=[C:6]([C:8](=[O:16])[CH2:9][C:10]2[CH:15]=[CH:14][CH:13]=[CH:12][CH:11]=2)[CH:7]=1.[C:18](OC(=O)CC)(=O)[CH2:19][CH3:20].Cl, predict the reaction product. The product is: [Br:1][C:2]1[CH:7]=[C:6]2[C:5](=[CH:4][CH:3]=1)[O:17][C:18]([CH2:19][CH3:20])=[C:9]([C:10]1[CH:15]=[CH:14][CH:13]=[CH:12][CH:11]=1)[C:8]2=[O:16]. (2) Given the reactants [Cl:1][C:2]1[CH:3]=[C:4]2[C:10]([C:11]3[N:16]=[C:15]([NH:17][C@H:18]4[CH2:29][CH2:28][CH2:27][C@:20]5([O:24][C:23](=[O:25])[N:22]([CH3:26])[CH2:21]5)[CH2:19]4)[C:14]([F:30])=[CH:13][N:12]=3)=[CH:9][N:8](S(C3C=CC(C)=CC=3)(=O)=O)[C:5]2=[N:6][CH:7]=1.C[O-].[Na+], predict the reaction product. The product is: [Cl:1][C:2]1[CH:3]=[C:4]2[C:10]([C:11]3[N:16]=[C:15]([NH:17][C@H:18]4[CH2:29][CH2:28][CH2:27][C@:20]5([O:24][C:23](=[O:25])[N:22]([CH3:26])[CH2:21]5)[CH2:19]4)[C:14]([F:30])=[CH:13][N:12]=3)=[CH:9][NH:8][C:5]2=[N:6][CH:7]=1.